From a dataset of Forward reaction prediction with 1.9M reactions from USPTO patents (1976-2016). Predict the product of the given reaction. Given the reactants [Cl:1][C:2]1[CH:3]=[CH:4][C:5]([N:18]2[CH:22]=[CH:21][CH:20]=[CH:19]2)=[C:6]([CH:8]([C:10]2[CH:15]=[CH:14][CH:13]=[C:12]([O:16][CH3:17])[CH:11]=2)[OH:9])[CH:7]=1, predict the reaction product. The product is: [Cl:1][C:2]1[CH:3]=[CH:4][C:5]([N:18]2[CH:22]=[CH:21][CH:20]=[CH:19]2)=[C:6]([C:8]([C:10]2[CH:15]=[CH:14][CH:13]=[C:12]([O:16][CH3:17])[CH:11]=2)=[O:9])[CH:7]=1.